Predict the reaction yield, written as a fraction of the theoretical maximum amount of product (1.0 means a 100% yield; for example, 0.34 means a 34% yield). From a dataset of Reaction yield outcomes from USPTO patents with 853,638 reactions. (1) The reactants are [NH2:1][C:2]1[CH:3]=[CH:4][C:5]([Si:13]([CH3:16])([CH3:15])[CH3:14])=[C:6]([CH:12]=1)[C:7]([NH:9][CH2:10][CH3:11])=[O:8].[NH:17]1[C:21]2[CH:22]=[CH:23][CH:24]=[CH:25][C:20]=2[N:19]=[N:18]1.[CH2:26]=O. The catalyst is C(O)C. The product is [N:17]1([CH2:26][NH:1][C:2]2[CH:3]=[CH:4][C:5]([Si:13]([CH3:15])([CH3:14])[CH3:16])=[C:6]([CH:12]=2)[C:7]([NH:9][CH2:10][CH3:11])=[O:8])[C:21]2[CH:22]=[CH:23][CH:24]=[CH:25][C:20]=2[N:19]=[N:18]1. The yield is 0.700. (2) The reactants are I[CH2:2][C:3]1[CH:8]=[CH:7][C:6]([CH2:9][CH2:10][CH3:11])=[CH:5][CH:4]=1.[C-:12]#[N:13].[Na+].S([O-])([O-])(=O)=O.[Mg+2]. The catalyst is CN(C)C=O. The product is [CH2:9]([C:6]1[CH:7]=[CH:8][C:3]([CH2:2][C:12]#[N:13])=[CH:4][CH:5]=1)[CH2:10][CH3:11]. The yield is 0.910. (3) The reactants are [CH3:1][C:2]1([CH3:45])[C:22]2[C:9](=[CH:10][C:11]3[C:12]([C:35]4[CH:44]=[CH:43][C:42]5[C:37](=[CH:38][CH:39]=[CH:40][CH:41]=5)[CH:36]=4)(O)[C:13]4[CH:14]=[CH:15][CH:16]=[CH:17][C:18]=4[C:19]([C:24]4[CH:33]=[CH:32][C:31]5[C:26](=[CH:27][CH:28]=[CH:29][CH:30]=5)[CH:25]=4)(O)[C:20]=3[CH:21]=2)[C:8]2[C:3]1=[CH:4][CH:5]=[CH:6][CH:7]=2.[I-].[K+].[PH2]([O-])=O.[Na+]. The catalyst is C(O)(=O)C. The product is [CH3:1][C:2]1([CH3:45])[C:22]2[C:9](=[CH:10][C:11]3[C:12]([C:35]4[CH:44]=[CH:43][C:42]5[C:37](=[CH:38][CH:39]=[CH:40][CH:41]=5)[CH:36]=4)=[C:13]4[C:18](=[C:19]([C:24]5[CH:33]=[CH:32][C:31]6[C:26](=[CH:27][CH:28]=[CH:29][CH:30]=6)[CH:25]=5)[C:20]=3[CH:21]=2)[CH:17]=[CH:16][CH:15]=[CH:14]4)[C:8]2[C:3]1=[CH:4][CH:5]=[CH:6][CH:7]=2. The yield is 0.760. (4) The reactants are [F:1][C:2]1[CH:3]=[C:4]2[C:8](=[CH:9][CH:10]=1)[NH:7][C:6](=[O:11])[C:5]2=[C:12]1[C:20]2[C:15](=[CH:16][C:17]([CH2:21][CH2:22][C:23](O)=[O:24])=[CH:18][CH:19]=2)[CH2:14][O:13]1.C(Cl)(=O)C(Cl)=O.[CH2:32]([NH2:44])[CH2:33][O:34][CH2:35][CH2:36][O:37][CH2:38][CH2:39][O:40][CH2:41][CH2:42][OH:43]. The catalyst is C(Cl)Cl.CN(C=O)C. The product is [F:1][C:2]1[CH:3]=[C:4]2[C:8](=[CH:9][CH:10]=1)[NH:7][C:6](=[O:11])[C:5]2=[C:12]1[C:20]2[C:15](=[CH:16][C:17]([CH2:21][CH2:22][C:23]([NH:44][CH2:32][CH2:33][O:34][CH2:35][CH2:36][O:37][CH2:38][CH2:39][O:40][CH2:41][CH2:42][OH:43])=[O:24])=[CH:18][CH:19]=2)[CH2:14][O:13]1. The yield is 0.340. (5) The reactants are [CH2:1]([P:3]([CH2:6][CH2:7][CH2:8][OH:9])(=[O:5])[OH:4])[CH3:2].[OH-:10].[Na+:11].C. The catalyst is O. The product is [Na+:11].[CH2:1]([P:3]([OH:4])([CH2:6][CH2:7][C:8]([O-:10])=[O:9])=[O:5])[CH3:2]. The yield is 0.930. (6) The reactants are [OH:1][C:2](C)([CH3:31])[CH2:3][N:4]1[CH:8]=[CH:7][C:6]([NH:9][C:10](=[O:30])[C@@H:11]([N:16]2[CH2:20][C:19]([O:21][C:22]3[CH:27]=[CH:26][CH:25]=[CH:24][C:23]=3[Cl:28])=[CH:18][C:17]2=[O:29])[CH2:12][CH:13]([CH3:15])[CH3:14])=[N:5]1.Cl.CN(C)CCCN=C=NCC.ON1C2C=CC=CC=2N=N1.NC1C=CN(C[C@H]2[O:66][C:65](=O)[NH:64]C2)N=1. The product is [O:66]=[C:65]1[NH:64][CH2:31][C@@H:2]([CH2:3][N:4]2[CH:8]=[CH:7][C:6]([NH:9][C:10](=[O:30])[C@@H:11]([N:16]3[CH2:20][C:19]([O:21][C:22]4[CH:27]=[CH:26][CH:25]=[CH:24][C:23]=4[Cl:28])=[CH:18][C:17]3=[O:29])[CH2:12][CH:13]([CH3:15])[CH3:14])=[N:5]2)[O:1]1. The catalyst is ClCCl. The yield is 0.580. (7) The reactants are I[C:2]1[S:14][C:5]2[N:6]([CH3:13])[S:7](=[O:12])(=[O:11])[CH2:8][C:9](=[O:10])[C:4]=2[CH:3]=1.[CH2:15]([O:18][CH:19]1[CH2:24][CH2:23][CH2:22][CH2:21][O:20]1)[C:16]#[CH:17].CO. The catalyst is C1(C)C=CC=CC=1.C(N(CC)CC)C. The product is [CH3:13][N:6]1[C:5]2[S:14][C:2]([C:17]#[C:16][CH2:15][O:18][CH:19]3[CH2:24][CH2:23][CH2:22][CH2:21][O:20]3)=[CH:3][C:4]=2[C:9](=[O:10])[CH2:8][S:7]1(=[O:12])=[O:11]. The yield is 0.660. (8) The reactants are [C:1]([C:3]1[S:4][C:5]2[C:11]([C:12]#[N:13])=[C:10](/[N:14]=[CH:15]/[N:16](C)C)[CH:9]=[CH:8][C:6]=2[N:7]=1)#[N:2].N[C:20]1[CH:25]=[CH:24][C:23]([OH:26])=[C:22]([F:27])[CH:21]=1.[K+].[Br-]. The catalyst is C(Cl)Cl.CCOC(C)=O. The product is [F:27][C:22]1[CH:21]=[C:20]([NH:13][C:12]2[C:11]3[C:10](=[CH:9][CH:8]=[C:6]4[N:7]=[C:3]([C:1]#[N:2])[S:4][C:5]4=3)[N:14]=[CH:15][N:16]=2)[CH:25]=[CH:24][C:23]=1[OH:26]. The yield is 0.580.